This data is from Reaction yield outcomes from USPTO patents with 853,638 reactions. The task is: Predict the reaction yield, written as a fraction of the theoretical maximum amount of product (1.0 means a 100% yield; for example, 0.34 means a 34% yield). (1) The reactants are [CH:1](=O)[C:2]1[CH:7]=[CH:6][CH:5]=[CH:4][CH:3]=1.[C:9](#[N:13])[CH2:10][C:11]#[N:12].C(N(CC)CC)C.[CH3:21][O:22][C:23]1[CH:24]=[C:25]([C:31]2[CH2:35][C:34](=[O:36])[N:33]([CH3:37])[N:32]=2)[CH:26]=[CH:27][C:28]=1[O:29][CH3:30]. The catalyst is C(O)C. The product is [NH2:12][C:11]1[O:36][C:34]2[N:33]([CH3:37])[N:32]=[C:31]([C:25]3[CH:26]=[CH:27][C:28]([O:29][CH3:30])=[C:23]([O:22][CH3:21])[CH:24]=3)[C:35]=2[CH:1]([C:2]2[CH:7]=[CH:6][CH:5]=[CH:4][CH:3]=2)[C:10]=1[C:9]#[N:13]. The yield is 0.0900. (2) The reactants are Br[C:2]1[C:7]([CH3:8])=[CH:6][C:5]([N+:9]([O-:11])=[O:10])=[CH:4][N:3]=1.[CH:12]([O:15][C:16]1[CH:17]=[C:18](B(O)O)[CH:19]=[CH:20][CH:21]=1)([CH3:14])[CH3:13]. No catalyst specified. The product is [CH:12]([O:15][C:16]1[CH:21]=[C:20]([C:2]2[C:7]([CH3:8])=[CH:6][C:5]([N+:9]([O-:11])=[O:10])=[CH:4][N:3]=2)[CH:19]=[CH:18][CH:17]=1)([CH3:14])[CH3:13]. The yield is 0.820. (3) The reactants are [CH:1]([N:4]1[CH2:9][CH2:8][N:7]([C:10]([C:12]2[CH:13]=[C:14]3[C:18](=[CH:19][CH:20]=2)[NH:17][C:16]([C:21]([OH:23])=O)=[CH:15]3)=[O:11])[CH2:6][CH2:5]1)([CH3:3])[CH3:2].Cl.F[B-](F)(F)F.N1(OC(N(C)C)=[N+](C)C)C2C=CC=CC=2N=N1.[NH:47]1[CH2:52][CH2:51][S:50](=[O:54])(=[O:53])[CH2:49][CH2:48]1.C(N(CC)C(C)C)(C)C.C(=O)(O)[O-].[Na+]. The catalyst is CN(C)C=O. The product is [O:53]=[S:50]1(=[O:54])[CH2:51][CH2:52][N:47]([C:21]([C:16]2[NH:17][C:18]3[C:14]([CH:15]=2)=[CH:13][C:12]([C:10]([N:7]2[CH2:8][CH2:9][N:4]([CH:1]([CH3:2])[CH3:3])[CH2:5][CH2:6]2)=[O:11])=[CH:20][CH:19]=3)=[O:23])[CH2:48][CH2:49]1. The yield is 0.640. (4) The reactants are [NH:1]1[CH2:5][CH2:4][C@@H:3]([N:6]2[C:10](=[O:11])[CH2:9][NH:8][C:7]2=[O:12])[CH2:2]1.[F:13][C:14]1[CH:22]=[CH:21][C:20]([CH:23]=[O:24])=[CH:19][C:15]=1[C:16](O)=[O:17].F[P-](F)(F)(F)(F)F.N1(OC(N(C)C)=[N+](C)C)C2C=CC=CC=2N=N1.C(N(CC)C(C)C)(C)C. No catalyst specified. The product is [O:12]=[C:7]1[NH:8][CH2:9][C:10](=[O:11])[N:6]1[C@@H:3]1[CH2:4][CH2:5][N:1]([C:16]([C:15]2[CH:19]=[C:20]([CH:21]=[CH:22][C:14]=2[F:13])[CH:23]=[O:24])=[O:17])[CH2:2]1. The yield is 0.560.